Task: Predict the product of the given reaction.. Dataset: Forward reaction prediction with 1.9M reactions from USPTO patents (1976-2016) (1) Given the reactants [ClH:1].[F:2][C:3]1[CH:4]=[C:5]([CH:9]=[CH:10][C:11]=1[O:12][CH2:13][CH2:14][N:15]1[CH2:20][CH2:19][CH2:18][CH2:17][CH2:16]1)[C:6](O)=[O:7].C1(C)C=CC=CC=1, predict the reaction product. The product is: [ClH:1].[F:2][C:3]1[CH:4]=[C:5]([CH:9]=[CH:10][C:11]=1[O:12][CH2:13][CH2:14][N:15]1[CH2:20][CH2:19][CH2:18][CH2:17][CH2:16]1)[C:6]([Cl:1])=[O:7]. (2) Given the reactants [OH:1][C:2]1[CH:7]=[C:6]([CH3:8])O[C:4](=[O:9])[CH:3]=1.[CH2:10]([NH2:17])[C:11]1[CH:16]=[CH:15][CH:14]=[CH:13][CH:12]=1, predict the reaction product. The product is: [CH2:10]([N:17]1[C:6]([CH3:8])=[CH:7][C:2]([OH:1])=[CH:3][C:4]1=[O:9])[C:11]1[CH:16]=[CH:15][CH:14]=[CH:13][CH:12]=1. (3) Given the reactants [CH2:1]([Si:5]([C:18]1[CH:23]=[CH:22][CH:21]=[CH:20][CH:19]=1)([C:12]1[CH:17]=[CH:16][CH:15]=[CH:14][CH:13]=1)[CH:6](O)[CH2:7][CH:8]([CH3:10])[CH3:9])[CH2:2][CH:3]=[CH2:4].CS(Cl)(=O)=O.[N-:29]=[N+:30]=[N-:31].[Na+], predict the reaction product. The product is: [N:29]([CH:6]([Si:5]([CH2:1][CH2:2][CH:3]=[CH2:4])([C:18]1[CH:19]=[CH:20][CH:21]=[CH:22][CH:23]=1)[C:12]1[CH:13]=[CH:14][CH:15]=[CH:16][CH:17]=1)[CH2:7][CH:8]([CH3:9])[CH3:10])=[N+:30]=[N-:31]. (4) Given the reactants [OH:1][CH2:2][C:3]1[N:7]([CH3:8])[C:6]2[C:9]([N:13]3[CH2:18][CH2:17][N:16]([C:19]([O:21][C:22]([CH3:25])([CH3:24])[CH3:23])=[O:20])[CH2:15][CH2:14]3)=[CH:10][CH:11]=[CH:12][C:5]=2[N:4]=1, predict the reaction product. The product is: [CH:2]([C:3]1[N:7]([CH3:8])[C:6]2[C:9]([N:13]3[CH2:14][CH2:15][N:16]([C:19]([O:21][C:22]([CH3:25])([CH3:24])[CH3:23])=[O:20])[CH2:17][CH2:18]3)=[CH:10][CH:11]=[CH:12][C:5]=2[N:4]=1)=[O:1]. (5) Given the reactants [CH3:1][N:2]1[CH:6]=[C:5]([C:7]2[CH:8]=[C:9]([O:14][CH2:15][CH:16]3[CH2:21][CH2:20][NH:19][CH2:18][CH2:17]3)[C:10]([NH2:13])=[N:11][CH:12]=2)[N:4]=[N:3]1.[Cl:22][C:23]1[N:28]=[C:27]([C:29]([O:31][CH3:32])=[O:30])[CH:26]=[C:25](Cl)[N:24]=1.CCN(C(C)C)C(C)C, predict the reaction product. The product is: [NH2:13][C:10]1[C:9]([O:14][CH2:15][CH:16]2[CH2:21][CH2:20][N:19]([C:25]3[N:24]=[C:23]([Cl:22])[N:28]=[C:27]([C:29]([O:31][CH3:32])=[O:30])[CH:26]=3)[CH2:18][CH2:17]2)=[CH:8][C:7]([C:5]2[N:4]=[N:3][N:2]([CH3:1])[CH:6]=2)=[CH:12][N:11]=1. (6) Given the reactants [Cl:1][C:2]1[CH:7]=[C:6]([C:8]2[CH:13]=[N:12][CH:11]=[C:10]([CH3:14])[N:9]=2)[CH:5]=[CH:4][C:3]=1[C:15]1[C:27](=[O:28])[N:26]([CH2:29][CH:30]2[CH2:35][CH2:34][NH:33][CH2:32][CH2:31]2)[C:18]2[N:19]=[C:20]([NH:23][CH2:24][CH3:25])[N:21]=[CH:22][C:17]=2[CH:16]=1.Br[CH2:37][CH2:38][OH:39].C([O-])([O-])=O.[K+].[K+], predict the reaction product. The product is: [Cl:1][C:2]1[CH:7]=[C:6]([C:8]2[CH:13]=[N:12][CH:11]=[C:10]([CH3:14])[N:9]=2)[CH:5]=[CH:4][C:3]=1[C:15]1[C:27](=[O:28])[N:26]([CH2:29][CH:30]2[CH2:31][CH2:32][N:33]([CH2:37][CH2:38][OH:39])[CH2:34][CH2:35]2)[C:18]2[N:19]=[C:20]([NH:23][CH2:24][CH3:25])[N:21]=[CH:22][C:17]=2[CH:16]=1. (7) Given the reactants [Cl:1][C:2]1[CH:3]=[C:4]([C:8]2[N:13]=[C:12]([C:14]([OH:16])=O)[CH:11]=[CH:10][C:9]=2[CH3:17])[CH:5]=[CH:6][CH:7]=1.[CH3:18][C:19]([CH3:26])([C:21]1[O:22][CH:23]=[CH:24][N:25]=1)[NH2:20], predict the reaction product. The product is: [CH3:18][C:19]([NH:20][C:14]([C:12]1[CH:11]=[CH:10][C:9]([CH3:17])=[C:8]([C:4]2[CH:5]=[CH:6][CH:7]=[C:2]([Cl:1])[CH:3]=2)[N:13]=1)=[O:16])([C:21]1[O:22][CH:23]=[CH:24][N:25]=1)[CH3:26].